From a dataset of Forward reaction prediction with 1.9M reactions from USPTO patents (1976-2016). Predict the product of the given reaction. (1) Given the reactants [OH:1][C:2]1[CH:3]=[C:4]([CH:13]=[CH:14][C:15]=1[O:16][CH3:17])[C:5]([C:7]1[CH:12]=[CH:11][CH:10]=[CH:9][CH:8]=1)=[O:6].[N+:18]([O-])([O:20]C(C)C)=[O:19].S(=O)(=O)(O)O, predict the reaction product. The product is: [OH:1][C:2]1[C:3]([N+:18]([O-:20])=[O:19])=[C:4]([CH:13]=[CH:14][C:15]=1[O:16][CH3:17])[C:5]([C:7]1[CH:12]=[CH:11][CH:10]=[CH:9][CH:8]=1)=[O:6]. (2) Given the reactants I[C:2]1[CH:7]=[CH:6][CH:5]=[C:4]([CH3:8])[C:3]=1[CH3:9].[NH:10]1[C:18]2[C:13](=[CH:14][CH:15]=[CH:16][C:17]=2[CH2:19][N:20]2[CH2:25][CH2:24][CH:23]([C:26]3[CH:27]=[C:28]([NH:32][C:33](=[O:37])[CH:34]([CH3:36])[CH3:35])[CH:29]=[CH:30][CH:31]=3)[CH2:22][CH2:21]2)[CH:12]=[CH:11]1, predict the reaction product. The product is: [CH3:9][C:3]1[C:4]([CH3:8])=[CH:5][CH:6]=[CH:7][C:2]=1[N:10]1[C:18]2[C:13](=[CH:14][CH:15]=[CH:16][C:17]=2[CH2:19][N:20]2[CH2:21][CH2:22][CH:23]([C:26]3[CH:27]=[C:28]([NH:32][C:33](=[O:37])[CH:34]([CH3:35])[CH3:36])[CH:29]=[CH:30][CH:31]=3)[CH2:24][CH2:25]2)[CH:12]=[CH:11]1.